Task: Predict the reactants needed to synthesize the given product.. Dataset: Full USPTO retrosynthesis dataset with 1.9M reactions from patents (1976-2016) (1) Given the product [Cl:10][C:11]1[CH:17]=[CH:16][C:14]([N:15]([CH2:19][CH:20]2[CH2:22][CH2:21]2)[C:2]2[CH:3]=[CH:4][C:5]([CH:8]=[O:9])=[N:6][CH:7]=2)=[CH:13][CH:12]=1, predict the reactants needed to synthesize it. The reactants are: Br[C:2]1[CH:3]=[CH:4][C:5]([CH:8]=[O:9])=[N:6][CH:7]=1.[Cl:10][C:11]1[CH:17]=[CH:16][C:14]([NH2:15])=[CH:13][CH:12]=1.Br[CH2:19][CH:20]1[CH2:22][CH2:21]1. (2) Given the product [CH2:7]1[CH:15]2[CH:10]([CH2:11][CH:12]=[CH:13][CH2:14]2)[CH2:9][NH:8]1, predict the reactants needed to synthesize it. The reactants are: [H-].[Al+3].[Li+].[H-].[H-].[H-].[C:7]1(=O)[CH:15]2[CH:10]([CH2:11][CH:12]=[CH:13][CH2:14]2)[C:9](=O)[NH:8]1.